The task is: Predict the reactants needed to synthesize the given product.. This data is from Full USPTO retrosynthesis dataset with 1.9M reactions from patents (1976-2016). (1) The reactants are: [N+:1]([C:4]1[CH:9]=[CH:8][C:7]([C:10]2[NH:14][C:13]([C@@H:15]3[CH2:19][CH2:18][CH2:17][N:16]3C(OC(C)(C)C)=O)=[N:12][CH:11]=2)=[CH:6][CH:5]=1)([O-:3])=[O:2]. Given the product [N+:1]([C:4]1[CH:9]=[CH:8][C:7]([C:10]2[NH:14][C:13]([C@@H:15]3[CH2:19][CH2:18][CH2:17][NH:16]3)=[N:12][CH:11]=2)=[CH:6][CH:5]=1)([O-:3])=[O:2], predict the reactants needed to synthesize it. (2) Given the product [Br:1][C:2]1[CH:3]=[CH:4][C:5]([CH:8]2[CH2:13][CH2:12][CH2:11][N:10]([C:20]([O:19][C:16]([CH3:18])([CH3:17])[CH3:15])=[O:21])[CH2:9]2)=[CH:6][CH:7]=1, predict the reactants needed to synthesize it. The reactants are: [Br:1][C:2]1[CH:7]=[CH:6][C:5]([C:8]2[CH:9]=[N:10][CH:11]=[CH:12][CH:13]=2)=[CH:4][CH:3]=1.Cl.[CH3:15][C:16]([O:19][C:20](O[C:20]([O:19][C:16]([CH3:18])([CH3:17])[CH3:15])=[O:21])=[O:21])([CH3:18])[CH3:17].CCN(CC)CC. (3) The reactants are: [NH:1]1[CH2:6][CH2:5][O:4][CH2:3][CH2:2]1.[C:7]([CH2:9][C:10](OC)=[O:11])#[N:8]. Given the product [N:1]1([C:10](=[O:11])[CH2:9][C:7]#[N:8])[CH2:6][CH2:5][O:4][CH2:3][CH2:2]1, predict the reactants needed to synthesize it. (4) The reactants are: Cl.[CH3:2][O:3][C:4](=[O:11])[C@H:5]([C@H:7]([CH2:9][CH3:10])[CH3:8])[NH2:6].[Cl:12][C:13]1[S:17][C:16]([S:18](Cl)(=[O:20])=[O:19])=[CH:15][CH:14]=1.C(N(CC)CC)C. Given the product [CH3:2][O:3][C:4](=[O:11])[C@H:5]([C@H:7]([CH2:9][CH3:10])[CH3:8])[NH:6][S:18]([C:16]1[S:17][C:13]([Cl:12])=[CH:14][CH:15]=1)(=[O:20])=[O:19], predict the reactants needed to synthesize it. (5) Given the product [Br:9][C:10]1[C:11]([F:17])=[CH:12][C:13]([NH2:14])=[C:15]([I:1])[CH:16]=1, predict the reactants needed to synthesize it. The reactants are: [I:1]N1C(=O)CCC1=O.[Br:9][C:10]1[CH:16]=[CH:15][C:13]([NH2:14])=[CH:12][C:11]=1[F:17]. (6) The reactants are: [C:1]1([C:7]2([C:10]3[CH:11]=[N:12][C:13]([N:16]4[CH2:21][CH2:20][N:19](C(OC(C)(C)C)=O)[CH2:18][CH2:17]4)=[N:14][CH:15]=3)[CH2:9][CH2:8]2)[CH:6]=[CH:5][CH:4]=[CH:3][CH:2]=1.Cl.O1CCOCC1. Given the product [C:1]1([C:7]2([C:10]3[CH:15]=[N:14][C:13]([N:16]4[CH2:21][CH2:20][NH:19][CH2:18][CH2:17]4)=[N:12][CH:11]=3)[CH2:9][CH2:8]2)[CH:6]=[CH:5][CH:4]=[CH:3][CH:2]=1, predict the reactants needed to synthesize it.